This data is from NCI-60 drug combinations with 297,098 pairs across 59 cell lines. The task is: Regression. Given two drug SMILES strings and cell line genomic features, predict the synergy score measuring deviation from expected non-interaction effect. (1) Drug 1: CC1CCC2CC(C(=CC=CC=CC(CC(C(=O)C(C(C(=CC(C(=O)CC(OC(=O)C3CCCCN3C(=O)C(=O)C1(O2)O)C(C)CC4CCC(C(C4)OC)OCCO)C)C)O)OC)C)C)C)OC. Drug 2: CC(C)NC(=O)C1=CC=C(C=C1)CNNC.Cl. Cell line: IGROV1. Synergy scores: CSS=2.37, Synergy_ZIP=0.625, Synergy_Bliss=4.18, Synergy_Loewe=-2.23, Synergy_HSA=1.49. (2) Cell line: BT-549. Drug 2: CCC1(CC2CC(C3=C(CCN(C2)C1)C4=CC=CC=C4N3)(C5=C(C=C6C(=C5)C78CCN9C7C(C=CC9)(C(C(C8N6C)(C(=O)OC)O)OC(=O)C)CC)OC)C(=O)OC)O.OS(=O)(=O)O. Synergy scores: CSS=4.54, Synergy_ZIP=2.01, Synergy_Bliss=4.15, Synergy_Loewe=2.23, Synergy_HSA=2.77. Drug 1: CC1=C2C(C(=O)C3(C(CC4C(C3C(C(C2(C)C)(CC1OC(=O)C(C(C5=CC=CC=C5)NC(=O)C6=CC=CC=C6)O)O)OC(=O)C7=CC=CC=C7)(CO4)OC(=O)C)O)C)OC(=O)C. (3) Synergy scores: CSS=60.6, Synergy_ZIP=-2.31, Synergy_Bliss=-5.37, Synergy_Loewe=-4.81, Synergy_HSA=-1.72. Drug 2: CCC1(C2=C(COC1=O)C(=O)N3CC4=CC5=C(C=CC(=C5CN(C)C)O)N=C4C3=C2)O.Cl. Drug 1: CC1=C2C(C(=O)C3(C(CC4C(C3C(C(C2(C)C)(CC1OC(=O)C(C(C5=CC=CC=C5)NC(=O)C6=CC=CC=C6)O)O)OC(=O)C7=CC=CC=C7)(CO4)OC(=O)C)O)C)OC(=O)C. Cell line: OVCAR-5. (4) Drug 1: C1=C(C(=O)NC(=O)N1)F. Drug 2: C1C(C(OC1N2C=NC3=C(N=C(N=C32)Cl)N)CO)O. Cell line: SK-MEL-28. Synergy scores: CSS=30.4, Synergy_ZIP=4.51, Synergy_Bliss=3.73, Synergy_Loewe=3.66, Synergy_HSA=3.80. (5) Drug 1: CC1=C2C(C(=O)C3(C(CC4C(C3C(C(C2(C)C)(CC1OC(=O)C(C(C5=CC=CC=C5)NC(=O)OC(C)(C)C)O)O)OC(=O)C6=CC=CC=C6)(CO4)OC(=O)C)O)C)O. Synergy scores: CSS=69.5, Synergy_ZIP=-1.56, Synergy_Bliss=-3.73, Synergy_Loewe=-32.9, Synergy_HSA=-3.31. Drug 2: CCN(CC)CCCC(C)NC1=C2C=C(C=CC2=NC3=C1C=CC(=C3)Cl)OC. Cell line: SR.